Dataset: Forward reaction prediction with 1.9M reactions from USPTO patents (1976-2016). Task: Predict the product of the given reaction. (1) The product is: [C:1]1([CH3:36])[CH:2]=[CH:3][C:4]([N:7]2[C:11]([C:12]3[CH:17]=[CH:16][C:15]([CH3:18])=[CH:14][CH:13]=3)=[CH:10][C:9]([CH2:19][CH:20]([C:29]3[CH:30]=[C:31]([CH3:35])[CH:32]=[CH:33][CH:34]=3)[CH2:21][S:22]([C:24]3[NH:28][N:27]=[CH:26][N:25]=3)(=[O:41])=[O:23])=[N:8]2)=[CH:5][CH:6]=1. Given the reactants [C:1]1([CH3:36])[CH:6]=[CH:5][C:4]([N:7]2[C:11]([C:12]3[CH:17]=[CH:16][C:15]([CH3:18])=[CH:14][CH:13]=3)=[CH:10][C:9]([CH2:19][CH:20]([C:29]3[CH:30]=[C:31]([CH3:35])[CH:32]=[CH:33][CH:34]=3)[CH2:21][S:22]([C:24]3[NH:28][N:27]=[CH:26][N:25]=3)=[O:23])=[N:8]2)=[CH:3][CH:2]=1.OO.C(O)(=[O:41])C.CO, predict the reaction product. (2) Given the reactants [C:1]1([N:7]2[C:11]([C:12]3[S:13][CH:14]=[CH:15][CH:16]=3)=[CH:10][C:9]([CH2:17][CH2:18][CH:19]=O)=[N:8]2)[CH:6]=[CH:5][CH:4]=[CH:3][CH:2]=1.[CH3:21][C:22]1[CH:23]=[C:24]([N:29]2[CH2:34][CH2:33][NH:32][CH2:31][CH2:30]2)[CH:25]=[CH:26][C:27]=1[CH3:28].CCN(C(C)C)C(C)C.[BH-](OC(C)=O)(OC(C)=O)OC(C)=O.[Na+], predict the reaction product. The product is: [CH3:21][C:22]1[CH:23]=[C:24]([N:29]2[CH2:30][CH2:31][N:32]([CH2:19][CH2:18][CH2:17][C:9]3[CH:10]=[C:11]([C:12]4[S:13][CH:14]=[CH:15][CH:16]=4)[N:7]([C:1]4[CH:6]=[CH:5][CH:4]=[CH:3][CH:2]=4)[N:8]=3)[CH2:33][CH2:34]2)[CH:25]=[CH:26][C:27]=1[CH3:28]. (3) Given the reactants [OH:1][CH2:2][CH:3]1[O:7][N:6]=[C:5]([C:8]2[N:13]=[CH:12][C:11]([C:14]3[CH:19]=[CH:18][C:17]([N:20]4[CH2:24][C@H:23]([CH2:25][N:26]5[CH:30]=[CH:29][N:28]=[N:27]5)[O:22][C:21]4=[O:31])=[CH:16][C:15]=3[F:32])=[CH:10][CH:9]=2)[CH2:4]1.[H-].[Na+].[C:35]([O:41][CH2:42]Cl)(=[O:40])[C:36]([CH3:39])([CH3:38])[CH3:37], predict the reaction product. The product is: [C:35]([O:41][CH2:42][O:1][CH2:2][CH:3]1[O:7][N:6]=[C:5]([C:8]2[CH:9]=[CH:10][C:11]([C:14]3[CH:19]=[CH:18][C:17]([N:20]4[CH2:24][C@H:23]([CH2:25][N:26]5[CH:30]=[CH:29][N:28]=[N:27]5)[O:22][C:21]4=[O:31])=[CH:16][C:15]=3[F:32])=[CH:12][N:13]=2)[CH2:4]1)(=[O:40])[C:36]([CH3:39])([CH3:38])[CH3:37]. (4) Given the reactants [C:1](N1C=CN=C1)(N1C=CN=C1)=[O:2].[NH2:13][C:14]1[CH:19]=[CH:18][CH:17]=[CH:16][C:15]=1[CH2:20][CH2:21][NH:22][CH:23]1[CH2:28][CH2:27][N:26]([C:29]([O:31][C:32]([CH3:35])([CH3:34])[CH3:33])=[O:30])[CH2:25][CH2:24]1, predict the reaction product. The product is: [C:32]([O:31][C:29]([N:26]1[CH2:27][CH2:28][CH:23]([N:22]2[CH2:21][CH2:20][C:15]3[CH:16]=[CH:17][CH:18]=[CH:19][C:14]=3[NH:13][C:1]2=[O:2])[CH2:24][CH2:25]1)=[O:30])([CH3:35])([CH3:34])[CH3:33]. (5) The product is: [Cl:1][C:2]1[CH:3]=[C:4]2[C:8](=[CH:9][CH:10]=1)[NH:7][C:6](=[O:11])[C:5]2([C:12]1[CH:17]=[CH:16][CH:15]=[CH:14][C:13]=1[O:18][CH3:19])[CH2:20][C:21](=[O:22])[N:27]1[CH2:28][CH2:29][N:24]([C:30]2[N:31]=[N:32][CH:33]=[CH:34][CH:35]=2)[CH2:25][CH2:26]1. Given the reactants [Cl:1][C:2]1[CH:3]=[C:4]2[C:8](=[CH:9][CH:10]=1)[NH:7][C:6](=[O:11])[C:5]2([CH2:20][C:21](O)=[O:22])[C:12]1[CH:17]=[CH:16][CH:15]=[CH:14][C:13]=1[O:18][CH3:19].[N:24]1([C:30]2[N:31]=[N:32][CH:33]=[CH:34][CH:35]=2)[CH2:29][CH2:28][NH:27][CH2:26][CH2:25]1, predict the reaction product. (6) Given the reactants [C:1]([O:5][C:6]([NH:8][C@H:9]([C:12]([O:14][CH3:15])=[O:13])[CH2:10]O)=[O:7])([CH3:4])([CH3:3])[CH3:2].CCN(C(C)C)C(C)C.[C:25](O[C:25]([O:27][C:28]([CH3:31])([CH3:30])[CH3:29])=[O:26])([O:27][C:28]([CH3:31])([CH3:30])[CH3:29])=[O:26], predict the reaction product. The product is: [C:1]([O:5][C:6]([N:8]([C:25]([O:27][C:28]([CH3:31])([CH3:30])[CH3:29])=[O:26])[C:9](=[CH2:10])[C:12]([O:14][CH3:15])=[O:13])=[O:7])([CH3:4])([CH3:3])[CH3:2]. (7) Given the reactants Cl.[NH2:2][CH2:3][C@@H:4]1[O:8][C:7](=[O:9])[N:6]([C:10]2[CH:23]=[CH:22][C:13]3[C:14]4[NH:15][N:16]=[CH:17][C:18]=4[CH2:19][CH2:20][CH2:21][C:12]=3[CH:11]=2)[CH2:5]1.[F:24][C:25]([F:36])([F:35])[C:26](O[C:26](=[O:27])[C:25]([F:36])([F:35])[F:24])=[O:27], predict the reaction product. The product is: [F:24][C:25]([F:36])([F:35])[C:26]([NH:2][CH2:3][C@@H:4]1[O:8][C:7](=[O:9])[N:6]([C:10]2[CH:23]=[CH:22][C:13]3[C:14]4[NH:15][N:16]=[CH:17][C:18]=4[CH2:19][CH2:20][CH2:21][C:12]=3[CH:11]=2)[CH2:5]1)=[O:27].